Dataset: Forward reaction prediction with 1.9M reactions from USPTO patents (1976-2016). Task: Predict the product of the given reaction. (1) Given the reactants [CH3:1][C:2]1[C:10]2[N:9]=[C:8]([CH2:11][CH2:12][CH3:13])[N:7]([CH2:14][C:15]3[CH:20]=[CH:19][C:18]([C:21]4[C:22]([C:27]([OH:29])=[O:28])=[CH:23][CH:24]=[CH:25][CH:26]=4)=[CH:17][CH:16]=3)[C:6]=2[CH:5]=[C:4]([C:30]2[N:34]([CH3:35])[C:33]3[CH:36]=[CH:37][CH:38]=[CH:39][C:32]=3[N:31]=2)[CH:3]=1.[OH-].[Na+:41], predict the reaction product. The product is: [Na+:41].[CH3:1][C:2]1[C:10]2[N:9]=[C:8]([CH2:11][CH2:12][CH3:13])[N:7]([CH2:14][C:15]3[CH:16]=[CH:17][C:18]([C:21]4[C:22]([C:27]([O-:29])=[O:28])=[CH:23][CH:24]=[CH:25][CH:26]=4)=[CH:19][CH:20]=3)[C:6]=2[CH:5]=[C:4]([C:30]2[N:34]([CH3:35])[C:33]3[CH:36]=[CH:37][CH:38]=[CH:39][C:32]=3[N:31]=2)[CH:3]=1. (2) Given the reactants [NH2:1][C:2]1[CH:10]=[CH:9][C:8]([Cl:11])=[CH:7][C:3]=1[C:4]([NH2:6])=O.[CH:12]1([C:18](Cl)=O)[CH2:17][CH2:16][CH2:15][CH2:14][CH2:13]1.[N:21]1([C:27]([O:29][CH2:30][CH3:31])=[O:28])[CH2:26][CH2:25][NH:24][CH2:23][CH2:22]1, predict the reaction product. The product is: [Cl:11][C:8]1[CH:7]=[C:3]2[C:2](=[CH:10][CH:9]=1)[N:1]=[C:18]([CH:12]1[CH2:13][CH2:14][CH2:15][CH2:16][CH2:17]1)[N:6]=[C:4]2[N:24]1[CH2:23][CH2:22][N:21]([C:27]([O:29][CH2:30][CH3:31])=[O:28])[CH2:26][CH2:25]1. (3) Given the reactants [Br:1][C:2]1[CH:3]=[CH:4][C:5]([SH:8])=[N:6][CH:7]=1.Br[CH:10]1[CH2:14][CH2:13][CH2:12][CH2:11]1, predict the reaction product. The product is: [Br:1][C:2]1[CH:3]=[CH:4][C:5]([S:8][CH:10]2[CH2:14][CH2:13][CH2:12][CH2:11]2)=[N:6][CH:7]=1. (4) Given the reactants Cl[C:2]1[CH:23]=[CH:22][C:5]([C:6]([NH:8][C:9]2[CH:14]=[CH:13][C:12]([Cl:15])=[C:11]([C:16]3[CH:21]=[CH:20][CH:19]=[CH:18][N:17]=3)[CH:10]=2)=[O:7])=[C:4]([CH3:24])[N:3]=1.[CH3:25][CH:26]1[CH2:31][NH:30][CH2:29][CH2:28][NH:27]1, predict the reaction product. The product is: [Cl:15][C:12]1[CH:13]=[CH:14][C:9]([NH:8][C:6](=[O:7])[C:5]2[CH:22]=[CH:23][C:2]([N:30]3[CH2:29][CH2:28][NH:27][CH:26]([CH3:25])[CH2:31]3)=[N:3][C:4]=2[CH3:24])=[CH:10][C:11]=1[C:16]1[CH:21]=[CH:20][CH:19]=[CH:18][N:17]=1. (5) Given the reactants [NH2:1][C:2]1[N:11]=[CH:10][CH:9]=[CH:8][C:3]=1[C:4]([O:6][CH3:7])=[O:5].Br[CH2:13][C:14](=O)[C:15]([F:18])([F:17])[F:16].C([O-])([O-])=O.[K+].[K+], predict the reaction product. The product is: [F:16][C:15]([F:18])([F:17])[C:14]1[N:1]=[C:2]2[C:3]([C:4]([O:6][CH3:7])=[O:5])=[CH:8][CH:9]=[CH:10][N:11]2[CH:13]=1. (6) Given the reactants [O:1]1[CH2:6][CH2:5][O:4][C:3]2[CH:7]=[C:8]([C:11](=[O:13])[CH3:12])[CH:9]=[CH:10][C:2]1=2.[ClH:14].[CH3:15][NH:16][CH3:17].[CH2:18]=O.Cl, predict the reaction product. The product is: [ClH:14].[O:1]1[CH2:6][CH2:5][O:4][C:3]2[CH:7]=[C:8]([C:11](=[O:13])[CH2:12][CH2:15][N:16]([CH3:18])[CH3:17])[CH:9]=[CH:10][C:2]1=2. (7) Given the reactants [NH4+].[OH:2][C:3]([CH2:14][C:15]1[C:23]2[C:18](=[CH:19][CH:20]=[CH:21][CH:22]=2)[NH:17][CH:16]=1)([C:11]([O-:13])=[O:12])[CH2:4][C:5](=[N:9]O)[C:6]([O-:8])=[O:7].[NH4+].[H][H], predict the reaction product. The product is: [OH:2][C@@:3]([CH2:14][C:15]1[C:23]2[C:18](=[CH:19][CH:20]=[CH:21][CH:22]=2)[NH:17][CH:16]=1)([C:11]([OH:13])=[O:12])[CH2:4][C@@H:5]([NH2:9])[C:6]([OH:8])=[O:7].[OH:2][C@:3]([CH2:14][C:15]1[C:23]2[C:18](=[CH:19][CH:20]=[CH:21][CH:22]=2)[NH:17][CH:16]=1)([C:11]([OH:13])=[O:12])[CH2:4][C@@H:5]([NH2:9])[C:6]([OH:8])=[O:7].